This data is from Catalyst prediction with 721,799 reactions and 888 catalyst types from USPTO. The task is: Predict which catalyst facilitates the given reaction. (1) Reactant: C([O:3][C:4]([C:6]1([CH2:16][C:17]#[N:18])[CH2:15][CH2:14][C:9]2([O:13][CH2:12][CH2:11][O:10]2)[CH2:8][CH2:7]1)=O)C.[H][H]. Product: [O:13]1[C:9]2([CH2:14][CH2:15][C:6]3([CH2:16][CH2:17][NH:18][C:4]3=[O:3])[CH2:7][CH2:8]2)[O:10][CH2:11][CH2:12]1. The catalyst class is: 130. (2) Reactant: C(=O)([O-])[O-].[K+].[K+].[OH:7][C:8]1[CH:9]=[C:10]([CH:20]=[C:21]([O:23][C@H:24]([CH2:27][O:28][CH3:29])[CH2:25][CH3:26])[CH:22]=1)[C:11]([NH:13][C:14]1[CH:18]=[CH:17][N:16]([CH3:19])[N:15]=1)=[O:12].[F:30][C:31]1[CH:32]=[C:33]([CH:39]=[CH:40][C:41]=1F)[C:34]([N:36]([CH3:38])[CH3:37])=[O:35]. Product: [F:30][C:31]1[CH:32]=[C:33]([CH:39]=[CH:40][C:41]=1[O:7][C:8]1[CH:9]=[C:10]([C:11]([NH:13][C:14]2[CH:18]=[CH:17][N:16]([CH3:19])[N:15]=2)=[O:12])[CH:20]=[C:21]([O:23][C@H:24]([CH2:27][O:28][CH3:29])[CH2:25][CH3:26])[CH:22]=1)[C:34]([N:36]([CH3:38])[CH3:37])=[O:35]. The catalyst class is: 10. (3) Reactant: [Cl:1][C:2]1[N:7]=[C:6](Cl)[CH:5]=[C:4]([CH3:9])[N:3]=1.[CH3:10][NH:11][CH3:12]. Product: [Cl:1][C:2]1[N:7]=[C:6]([N:11]([CH3:12])[CH3:10])[CH:5]=[C:4]([CH3:9])[N:3]=1. The catalyst class is: 7. (4) Reactant: [N-:1]([S:9]([C:12]([F:15])([F:14])[F:13])(=[O:11])=[O:10])[S:2]([C:5]([F:8])([F:7])[F:6])(=[O:4])=[O:3].[Li+].[Br-].[CH2:18]([N+:20]([CH2:26][CH3:27])([CH2:24][CH3:25])[CH2:21][O:22][CH3:23])[CH3:19]. Product: [N-:1]([S:2]([C:5]([F:8])([F:6])[F:7])(=[O:4])=[O:3])[S:9]([C:12]([F:15])([F:14])[F:13])(=[O:11])=[O:10].[CH2:18]([N+:20]([CH2:26][CH3:27])([CH2:24][CH3:25])[CH2:21][O:22][CH3:23])[CH3:19]. The catalyst class is: 6. (5) Reactant: [Cl:1][C:2]1[C:3]([O:30][C@@H:31]2[CH2:36][CH2:35][CH2:34][CH2:33][C@H:32]2[C:37]2[N:41]([CH3:42])[N:40]=[CH:39][CH:38]=2)=[CH:4][C:5]([F:29])=[C:6]([S:8]([N:11](CC2C=CC(OC)=CC=2OC)[C:12]2[CH:17]=[CH:16][N:15]=[CH:14][N:13]=2)(=[O:10])=[O:9])[CH:7]=1.C([SiH](CC)CC)C.FC(F)(F)C(O)=O. Product: [Cl:1][C:2]1[C:3]([O:30][C@@H:31]2[CH2:36][CH2:35][CH2:34][CH2:33][C@H:32]2[C:37]2[N:41]([CH3:42])[N:40]=[CH:39][CH:38]=2)=[CH:4][C:5]([F:29])=[C:6]([S:8]([NH:11][C:12]2[CH:17]=[CH:16][N:15]=[CH:14][N:13]=2)(=[O:10])=[O:9])[CH:7]=1. The catalyst class is: 4. (6) Reactant: Br[C:2]1[CH:7]=[CH:6][C:5]([N:8]2[CH:12]=[C:11]([NH:13][C:14]([NH2:16])=[O:15])[C:10]([C:17]([NH2:19])=[O:18])=[N:9]2)=[CH:4][C:3]=1[O:20][CH2:21][CH3:22].[OH:23][C:24]1[CH:25]=[C:26](B(O)O)[CH:27]=[CH:28][CH:29]=1.C([O-])([O-])=O.[Cs+].[Cs+]. Product: [NH2:16][C:14]([NH:13][C:11]1[C:10]([C:17]([NH2:19])=[O:18])=[N:9][N:8]([C:5]2[CH:6]=[CH:7][C:2]([C:28]3[CH:27]=[CH:26][CH:25]=[C:24]([OH:23])[CH:29]=3)=[C:3]([O:20][CH2:21][CH3:22])[CH:4]=2)[CH:12]=1)=[O:15]. The catalyst class is: 339. (7) Reactant: [NH2:1][C:2]1[CH:3]=[C:4]([CH:12]=[CH:13][C:14]=1[NH:15][C:16](=O)[CH:17]([N:25]1[CH:30]=[CH:29][C:28]([C:31]2[CH:36]=[C:35]([Cl:37])[CH:34]=[CH:33][C:32]=2[N+:38]([O-:40])=[O:39])=[CH:27][C:26]1=[O:41])[CH2:18][C:19]1[CH:24]=[CH:23][CH:22]=[CH:21][CH:20]=1)[C:5]([O:7][C:8]([CH3:11])([CH3:10])[CH3:9])=[O:6]. Product: [Cl:37][C:35]1[CH:34]=[CH:33][C:32]([N+:38]([O-:40])=[O:39])=[C:31]([C:28]2[CH:29]=[CH:30][N:25]([CH:17]([C:16]3[NH:15][C:14]4[CH:13]=[CH:12][C:4]([C:5]([O:7][C:8]([CH3:10])([CH3:11])[CH3:9])=[O:6])=[CH:3][C:2]=4[N:1]=3)[CH2:18][C:19]3[CH:24]=[CH:23][CH:22]=[CH:21][CH:20]=3)[C:26](=[O:41])[CH:27]=2)[CH:36]=1. The catalyst class is: 52. (8) Reactant: [C:1]([O:5][C:6](=[O:15])[CH2:7]/[N:8]=[CH:9]/[CH2:10][C:11]([CH3:14])([CH3:13])[CH3:12])([CH3:4])([CH3:3])[CH3:2].[C:16]([Si:20]([CH3:45])([CH3:44])[O:21][CH2:22][CH2:23][O:24][C:25]1[CH:30]=[CH:29][C:28]([Cl:31])=[CH:27][C:26]=1/[CH:32]=[C:33](/[C:36]1[CH:41]=[CH:40][C:39]([Cl:42])=[CH:38][C:37]=1[F:43])\[C:34]#[N:35])([CH3:19])([CH3:18])[CH3:17].C(N(CC)CC)C. Product: [C:1]([O:5][C:6]([CH:7]1[CH:32]([C:26]2[CH:27]=[C:28]([Cl:31])[CH:29]=[CH:30][C:25]=2[O:24][CH2:23][CH2:22][O:21][Si:20]([C:16]([CH3:19])([CH3:18])[CH3:17])([CH3:45])[CH3:44])[C:33]([C:36]2[CH:41]=[CH:40][C:39]([Cl:42])=[CH:38][C:37]=2[F:43])([C:34]#[N:35])[CH:9]([CH2:10][C:11]([CH3:14])([CH3:13])[CH3:12])[NH:8]1)=[O:15])([CH3:4])([CH3:3])[CH3:2]. The catalyst class is: 4.